From a dataset of Peptide-MHC class II binding affinity with 134,281 pairs from IEDB. Regression. Given a peptide amino acid sequence and an MHC pseudo amino acid sequence, predict their binding affinity value. This is MHC class II binding data. (1) The peptide sequence is YPKYVKQNTLKLAT. The binding affinity (normalized) is 0. The MHC is H-2-IAk with pseudo-sequence YTYFLRRGGQTGHILHFPLIYYDYRTETVHKTPT. (2) The peptide sequence is TVFLLVIVELIPSTSSA. The MHC is DRB1_0405 with pseudo-sequence DRB1_0405. The binding affinity (normalized) is 0.343. (3) The peptide sequence is MIVDTISDFRAAIAN. The MHC is DRB1_0401 with pseudo-sequence DRB1_0401. The binding affinity (normalized) is 0.616. (4) The peptide sequence is AWVDSGAQLGELYYA. The MHC is DRB4_0101 with pseudo-sequence DRB4_0103. The binding affinity (normalized) is 0.197.